From a dataset of Forward reaction prediction with 1.9M reactions from USPTO patents (1976-2016). Predict the product of the given reaction. (1) Given the reactants [Cl:1][C:2]1[CH:7]=[C:6]([Cl:8])[CH:5]=[CH:4][C:3]=1[C:9]#[C:10][C:11](Cl)=[O:12].[CH3:14][O:15][C:16]1[CH:29]=[C:28]([NH2:30])[CH:27]=[CH:26][C:17]=1[O:18][CH2:19][CH2:20][N:21]([CH2:24][CH3:25])[CH2:22][CH3:23].ClCCl.CO.N, predict the reaction product. The product is: [ClH:1].[CH3:14][O:15][C:16]1[CH:29]=[C:28]([NH:30][C:11](=[O:12])[C:10]#[C:9][C:3]2[CH:4]=[CH:5][C:6]([Cl:8])=[CH:7][C:2]=2[Cl:1])[CH:27]=[CH:26][C:17]=1[O:18][CH2:19][CH2:20][N:21]([CH2:24][CH3:25])[CH2:22][CH3:23]. (2) Given the reactants [F-].C([N+](CCCC)(CCCC)CCCC)CCC.C([SiH2]OC(C)(C)C1C=CC=C(C)C=1N[C:34]([N:36]1[CH2:41][CH2:40][N:39]([C:42]2[CH:47]=[CH:46][C:45]([NH:48][C:49]([NH:51][C:52]3[CH:57]=[C:56]([CH3:58])[CH:55]=[CH:54][C:53]=3[O:59][CH3:60])=[O:50])=[CH:44][CH:43]=2)[CH2:38][CH2:37]1)=[O:35])(C)(C)C.[O:63]1CCCC1, predict the reaction product. The product is: [CH3:60][O:59][C:53]1[CH:54]=[CH:55][C:56]([CH3:58])=[CH:57][C:52]=1[NH:51][C:49](=[O:50])[NH:48][C:45]1[CH:44]=[CH:43][C:42]([N:39]2[CH2:38][CH2:37][N:36]([C:34]([OH:35])=[O:63])[CH2:41][CH2:40]2)=[CH:47][CH:46]=1.